Dataset: Full USPTO retrosynthesis dataset with 1.9M reactions from patents (1976-2016). Task: Predict the reactants needed to synthesize the given product. (1) Given the product [CH3:10][NH:9][C:7]([C:6]1[CH:11]=[C:2]([C:55]2[CH:56]=[CH:57][C:52]([C:50]#[N:51])=[CH:53][CH:54]=2)[CH:3]=[C:4]([F:33])[C:5]=1[NH:12][C:13]1[C:18]([Cl:19])=[CH:17][N:16]=[C:15]([NH:20][C:21]2[CH:22]=[CH:23][C:24]3[CH2:30][CH2:29][CH2:28][C:27](=[O:31])[NH:26][C:25]=3[CH:32]=2)[N:14]=1)=[O:8], predict the reactants needed to synthesize it. The reactants are: Br[C:2]1[CH:3]=[C:4]([F:33])[C:5]([NH:12][C:13]2[C:18]([Cl:19])=[CH:17][N:16]=[C:15]([NH:20][C:21]3[CH:22]=[CH:23][C:24]4[CH2:30][CH2:29][CH2:28][C:27](=[O:31])[NH:26][C:25]=4[CH:32]=3)[N:14]=2)=[C:6]([CH:11]=1)[C:7]([NH:9][CH3:10])=[O:8].C1(C)C=CC=CC=1.C(O)C.C(=O)([O-])[O-].[Na+].[Na+].[C:50]([C:52]1[CH:57]=[CH:56][C:55](B(O)O)=[CH:54][CH:53]=1)#[N:51]. (2) The reactants are: [F:1][C:2]([F:10])([C:6]([F:9])([F:8])[F:7])[CH2:3][CH2:4][OH:5].[S:11](Cl)([C:14]1[CH:20]=[CH:19][C:17]([CH3:18])=[CH:16][CH:15]=1)(=[O:13])=[O:12]. Given the product [CH3:18][C:17]1[CH:19]=[CH:20][C:14]([S:11]([O:5][CH2:4][CH2:3][C:2]([F:10])([F:1])[C:6]([F:9])([F:8])[F:7])(=[O:13])=[O:12])=[CH:15][CH:16]=1, predict the reactants needed to synthesize it.